From a dataset of Forward reaction prediction with 1.9M reactions from USPTO patents (1976-2016). Predict the product of the given reaction. (1) Given the reactants [N+:1]([C:4]1[CH:12]=[CH:11][CH:10]=[C:9]2[C:5]=1[CH2:6][CH2:7][N:8]2[C:13]([C:15]1[N:20]=[CH:19][N:18]=[C:17]([N:21]2[CH2:26][CH2:25][CH:24]([N:27]3[C:35]4[C:30](=[N:31][CH:32]=[CH:33][CH:34]=4)[NH:29][C:28]3=[O:36])[CH2:23][CH2:22]2)[CH:16]=1)=[O:14])([O-])=O.CO.[H][H], predict the reaction product. The product is: [NH2:1][C:4]1[CH:12]=[CH:11][CH:10]=[C:9]2[C:5]=1[CH2:6][CH2:7][N:8]2[C:13]([C:15]1[N:20]=[CH:19][N:18]=[C:17]([N:21]2[CH2:22][CH2:23][CH:24]([N:27]3[C:35]4[C:30](=[N:31][CH:32]=[CH:33][CH:34]=4)[NH:29][C:28]3=[O:36])[CH2:25][CH2:26]2)[CH:16]=1)=[O:14]. (2) Given the reactants Cl[C:2]1[C:3]2[N:11]=[C:10](Cl)[CH:9]=[CH:8][C:4]=2[N:5]=[CH:6][N:7]=1.[NH2:13][C:14]1[S:15][CH:16]=[CH:17][N:18]=1.[C:19]1([OH:25])[CH:24]=[CH:23][CH:22]=[CH:21][CH:20]=1, predict the reaction product. The product is: [O:25]([C:10]1[CH:9]=[CH:8][C:4]2[N:5]=[CH:6][N:7]=[C:2]([NH:13][C:14]3[S:15][CH:16]=[CH:17][N:18]=3)[C:3]=2[N:11]=1)[C:19]1[CH:24]=[CH:23][CH:22]=[CH:21][CH:20]=1.